This data is from Full USPTO retrosynthesis dataset with 1.9M reactions from patents (1976-2016). The task is: Predict the reactants needed to synthesize the given product. (1) Given the product [CH2:9]([C:6]1[CH:7]=[CH:8][C:3]([O:2][CH3:1])=[CH:4][C:5]=1[CH3:19])[CH2:10][CH2:11][CH2:12][C:13]#[CH:14], predict the reactants needed to synthesize it. The reactants are: [CH3:1][O:2][C:3]1[CH:8]=[CH:7][C:6]([CH2:9][CH2:10][CH2:11][CH2:12][C:13]#[C:14][Si](C)(C)C)=[C:5]([CH3:19])[CH:4]=1.[OH-].[Na+]. (2) Given the product [Cl:19][C:11]1[C:7]([CH:4]2[CH2:3][CH2:2][O:1][CH2:6][CH2:5]2)=[N:8][NH:9][CH:10]=1, predict the reactants needed to synthesize it. The reactants are: [O:1]1[CH2:6][CH2:5][CH:4]([C:7]2[CH:11]=[CH:10][NH:9][N:8]=2)[CH2:3][CH2:2]1.C1C(=O)N([Cl:19])C(=O)C1.